Dataset: Peptide-MHC class I binding affinity with 185,985 pairs from IEDB/IMGT. Task: Regression. Given a peptide amino acid sequence and an MHC pseudo amino acid sequence, predict their binding affinity value. This is MHC class I binding data. (1) The peptide sequence is EYSGGLHGV. The MHC is HLA-A02:19 with pseudo-sequence HLA-A02:19. The binding affinity (normalized) is 0.196. (2) The peptide sequence is FHHRIRCKL. The MHC is HLA-A02:01 with pseudo-sequence HLA-A02:01. The binding affinity (normalized) is 0.0847. (3) The peptide sequence is KQMEDGHTL. The MHC is HLA-A03:01 with pseudo-sequence HLA-A03:01. The binding affinity (normalized) is 0.0847.